This data is from Peptide-MHC class II binding affinity with 134,281 pairs from IEDB. The task is: Regression. Given a peptide amino acid sequence and an MHC pseudo amino acid sequence, predict their binding affinity value. This is MHC class II binding data. (1) The peptide sequence is RNLKNAGLIVGQMIL. The MHC is DRB1_0901 with pseudo-sequence DRB1_0901. The binding affinity (normalized) is 0.0733. (2) The peptide sequence is VLAALFAGAWCVPKV. The MHC is DRB1_1302 with pseudo-sequence DRB1_1302. The binding affinity (normalized) is 0.259.